From a dataset of Forward reaction prediction with 1.9M reactions from USPTO patents (1976-2016). Predict the product of the given reaction. Given the reactants Cl[C:2]1[N:7]=[C:6]([N:8]([CH3:13])[S:9]([CH3:12])(=[O:11])=[O:10])[C:5]([Cl:14])=[C:4]([NH:15][C:16]2[CH:20]=[C:19]([O:21][CH:22]([CH3:24])[CH3:23])[NH:18][N:17]=2)[N:3]=1.ClC1C(NC2C=C(OC)NN=2)=NC([NH:32][C@H:33]([C:35]2[N:40]=[CH:39][C:38]([F:41])=[CH:37][N:36]=2)[CH3:34])=NC=1.C(N(C(C)C)C(C)C)C, predict the reaction product. The product is: [Cl:14][C:5]1[C:6]([N:8]([CH3:13])[S:9]([CH3:12])(=[O:11])=[O:10])=[N:7][C:2]([NH:32][C@H:33]([C:35]2[N:40]=[CH:39][C:38]([F:41])=[CH:37][N:36]=2)[CH3:34])=[N:3][C:4]=1[NH:15][C:16]1[CH:20]=[C:19]([O:21][CH:22]([CH3:24])[CH3:23])[NH:18][N:17]=1.